Dataset: NCI-60 drug combinations with 297,098 pairs across 59 cell lines. Task: Regression. Given two drug SMILES strings and cell line genomic features, predict the synergy score measuring deviation from expected non-interaction effect. Drug 1: CC1OCC2C(O1)C(C(C(O2)OC3C4COC(=O)C4C(C5=CC6=C(C=C35)OCO6)C7=CC(=C(C(=C7)OC)O)OC)O)O. Drug 2: C1=CC(=CC=C1CCCC(=O)O)N(CCCl)CCCl. Cell line: T-47D. Synergy scores: CSS=49.9, Synergy_ZIP=-0.245, Synergy_Bliss=2.27, Synergy_Loewe=3.16, Synergy_HSA=6.60.